This data is from Catalyst prediction with 721,799 reactions and 888 catalyst types from USPTO. The task is: Predict which catalyst facilitates the given reaction. (1) Reactant: CC(C)=O.[CH:5]([C:8]1[CH:13]=[CH:12][C:11]([OH:14])=[CH:10][CH:9]=1)([CH3:7])[CH3:6].[C:15]([O:19][C:20](O[C:20]([O:19][C:15]([CH3:18])([CH3:17])[CH3:16])=[O:21])=[O:21])([CH3:18])([CH3:17])[CH3:16].[OH-].[K+]. Product: [C:15]([O:19][C:20]([O:14][C:11]1[CH:12]=[CH:13][C:8]([CH:5]([CH3:7])[CH3:6])=[CH:9][CH:10]=1)=[O:21])([CH3:18])([CH3:17])[CH3:16]. The catalyst class is: 777. (2) Reactant: [CH3:1][NH:2][C:3]([C:5]1[CH:6]=[N:7][C:8]([O:11][C:12]2[CH:22]=[CH:21][C:15]3[CH2:16][CH2:17][NH:18][CH2:19][CH2:20][C:14]=3[CH:13]=2)=[CH:9][CH:10]=1)=[O:4].[C:23]1(=O)[CH2:26][CH2:25][CH2:24]1.C(O[BH-](OC(=O)C)OC(=O)C)(=O)C.[Na+].[OH-].[Na+]. Product: [CH:23]1([N:18]2[CH2:19][CH2:20][C:14]3[CH:13]=[C:12]([O:11][C:8]4[CH:9]=[CH:10][C:5]([C:3]([NH:2][CH3:1])=[O:4])=[CH:6][N:7]=4)[CH:22]=[CH:21][C:15]=3[CH2:16][CH2:17]2)[CH2:26][CH2:25][CH2:24]1. The catalyst class is: 411. (3) Reactant: CO.[F:3][C:4]1[C:11]([F:12])=[C:10]([CH2:13]Br)[C:9]([F:15])=[C:8]([F:16])[C:5]=1[CH2:6][OH:7].[O-2].[Mg+2]. Product: [F:3][C:4]1[C:11]([F:12])=[C:10]([CH3:13])[C:9]([F:15])=[C:8]([F:16])[C:5]=1[CH2:6][OH:7]. The catalyst class is: 386. (4) Reactant: CO[C:3]([C:5]1[N:6]([CH3:22])[N:7]=[C:8]2[C:13]=1[CH:12]=[CH:11][CH:10]=[C:9]2[C:14]1[CH:19]=[CH:18][C:17]([Cl:20])=[CH:16][C:15]=1[Cl:21])=[O:4].[C-]#N.[K+].[CH2:26]([CH2:28][NH2:29])[OH:27]. Product: [OH:27][CH2:26][CH2:28][NH:29][C:3]([C:5]1[N:6]([CH3:22])[N:7]=[C:8]2[C:13]=1[CH:12]=[CH:11][CH:10]=[C:9]2[C:14]1[CH:19]=[CH:18][C:17]([Cl:20])=[CH:16][C:15]=1[Cl:21])=[O:4]. The catalyst class is: 11. (5) Reactant: Cl.[Br:2][C:3]1[CH:8]=[CH:7][C:6]2[C:9]3([CH2:15][O:16][C:5]=2[CH:4]=1)[CH2:14][CH2:13][NH:12][CH2:11][CH2:10]3.C(=O)([O-])[O-].[K+].[K+].[I-].[K+].[C:25]([O:29][C:30](=[O:35])[CH2:31][CH2:32][CH2:33]Br)([CH3:28])([CH3:27])[CH3:26]. Product: [Br:2][C:3]1[CH:8]=[CH:7][C:6]2[C:9]3([CH2:15][O:16][C:5]=2[CH:4]=1)[CH2:10][CH2:11][N:12]([CH2:33][CH2:32][CH2:31][C:30]([O:29][C:25]([CH3:28])([CH3:27])[CH3:26])=[O:35])[CH2:13][CH2:14]3. The catalyst class is: 23. (6) Reactant: [C-:1]#[N:2].[K+].[BrH:4].Br.[NH2:6][CH2:7][C:8]([NH2:10])=[NH:9].[Cl:11][C:12]1[C:19]([Cl:20])=[CH:18][C:17]([Cl:21])=[CH:16][C:13]=1[CH:14]=O. Product: [BrH:4].[C:1]([CH:14]([NH:6][CH2:7][C:8]([NH2:10])=[NH:9])[C:13]1[CH:16]=[C:17]([Cl:21])[CH:18]=[C:19]([Cl:20])[C:12]=1[Cl:11])#[N:2]. The catalyst class is: 5. (7) Reactant: [Cl:1][C:2]1[CH:7]=[C:6]([C:8]([C:13]2[CH:18]=[CH:17][C:16]([C:19]#[C:20][CH:21]([OH:26])[C:22]([CH3:25])([CH3:24])[CH3:23])=[C:15]([Cl:27])[CH:14]=2)([CH2:11][CH3:12])[CH2:9][CH3:10])[CH:5]=[CH:4][C:3]=1[OH:28]. Product: [Cl:1][C:2]1[CH:7]=[C:6]([C:8]([C:13]2[CH:18]=[CH:17][C:16]([CH2:19][CH2:20][CH:21]([OH:26])[C:22]([CH3:24])([CH3:23])[CH3:25])=[C:15]([Cl:27])[CH:14]=2)([CH2:11][CH3:12])[CH2:9][CH3:10])[CH:5]=[CH:4][C:3]=1[OH:28]. The catalyst class is: 78.